Dataset: Full USPTO retrosynthesis dataset with 1.9M reactions from patents (1976-2016). Task: Predict the reactants needed to synthesize the given product. (1) Given the product [C:7]1([C:13](=[C:29]2[CH2:34][C:33]([CH3:36])([CH3:35])[CH2:32][C:31]([CH3:38])([CH3:37])[CH2:30]2)[C:14]2[CH:19]=[CH:18][C:17]([O:20][CH2:21][CH2:22][CH2:23][CH2:24][OH:25])=[CH:16][CH:15]=2)[CH:8]=[CH:9][CH:10]=[CH:11][CH:12]=1, predict the reactants needed to synthesize it. The reactants are: [H-].[H-].[H-].[H-].[Li+].[Al+3].[C:7]1([C:13](=[C:29]2[CH2:34][C:33]([CH3:36])([CH3:35])[CH2:32][C:31]([CH3:38])([CH3:37])[CH2:30]2)[C:14]2[CH:19]=[CH:18][C:17]([O:20][CH2:21][CH2:22][CH2:23][C:24](OCC)=[O:25])=[CH:16][CH:15]=2)[CH:12]=[CH:11][CH:10]=[CH:9][CH:8]=1. (2) Given the product [NH2:14][C@@:13]1([C:20]2[CH:25]=[CH:24][C:23]([F:26])=[CH:22][C:21]=2[F:27])[CH2:18][O:19][C@@H:10]([CH2:9][O:8][CH2:1][C:2]2[CH:3]=[CH:4][CH:5]=[CH:6][CH:7]=2)[CH2:11][C@H:12]1[C@@H:16]([OH:15])[CH3:17], predict the reactants needed to synthesize it. The reactants are: [CH2:1]([O:8][CH2:9][C@@H:10]1[O:19][CH2:18][C@:13]2([C:20]3[CH:25]=[CH:24][C:23]([F:26])=[CH:22][C:21]=3[F:27])[NH:14][O:15][C@@H:16]([CH3:17])[C@@H:12]2[CH2:11]1)[C:2]1[CH:7]=[CH:6][CH:5]=[CH:4][CH:3]=1.N[C@@]1(C2C=CC(F)=CC=2F)CO[C@@H](COCC2C=CC=CC=2)C[C@H]1CO. (3) Given the product [NH2:1][CH2:4][C@H:5]([C:7]1[CH:12]=[CH:11][CH:10]=[C:9]([Cl:13])[CH:8]=1)[OH:6], predict the reactants needed to synthesize it. The reactants are: [N:1]([CH2:4][C@H:5]([C:7]1[CH:12]=[CH:11][CH:10]=[C:9]([Cl:13])[CH:8]=1)[OH:6])=[N+]=[N-].[BH4-].[Na+].C(O)(C)C. (4) Given the product [N+:1]([C:4]1[N:8]([CH:16]2[CH2:15][CH2:14][CH2:13][CH2:12][O:11]2)[N:7]=[C:6]([CH2:9][O:10][CH:19]2[CH2:18][CH2:30][CH2:29][CH2:24][O:21]2)[CH:5]=1)([O-:3])=[O:2], predict the reactants needed to synthesize it. The reactants are: [N+:1]([C:4]1[NH:8][N:7]=[C:6]([CH2:9][OH:10])[CH:5]=1)([O-:3])=[O:2].[O:11]1[CH:16]=[CH:15][CH2:14][CH2:13][CH2:12]1.F[C:18](F)(F)[C:19]([OH:21])=O.[C:24](=O)([O-])O.[Na+].[C:29](#N)[CH3:30].